Dataset: Forward reaction prediction with 1.9M reactions from USPTO patents (1976-2016). Task: Predict the product of the given reaction. (1) Given the reactants COC1C=CC(C[N:8]2[CH:17]=[C:16]3[C:10]([C:11]([CH3:30])([CH3:29])[O:12][CH2:13][C:14]4[S:20][C:19]([NH:21][C:22]5[N:27]=[C:26]([CH3:28])[CH:25]=[CH:24][N:23]=5)=[N:18][C:15]=43)=[N:9]2)=CC=1, predict the reaction product. The product is: [CH3:29][C:11]1([CH3:30])[C:10]2[C:16](=[CH:17][NH:8][N:9]=2)[C:15]2[N:18]=[C:19]([NH:21][C:22]3[N:27]=[C:26]([CH3:28])[CH:25]=[CH:24][N:23]=3)[S:20][C:14]=2[CH2:13][O:12]1. (2) Given the reactants Cl.[Cl:2][C:3]1[CH:4]=[C:5]([CH:17]=[CH:18][CH:19]=1)[C:6]([C@H:8]1[CH2:13][CH2:12][C@H:11]([C:14]([OH:16])=[O:15])[CH2:10][CH2:9]1)=O, predict the reaction product. The product is: [Cl:2][C:3]1[CH:4]=[C:5]([CH:17]=[CH:18][CH:19]=1)[CH2:6][CH:8]1[CH2:13][CH2:12][CH:11]([C:14]([OH:16])=[O:15])[CH2:10][CH2:9]1.